From a dataset of Full USPTO retrosynthesis dataset with 1.9M reactions from patents (1976-2016). Predict the reactants needed to synthesize the given product. (1) Given the product [CH:38]1([N:44]2[C:48]3[CH:49]=[CH:50][C:51]([C:53]([OH:55])=[O:54])=[CH:52][C:47]=3[N:46]=[C:45]2[C:56]2[CH:57]=[C:58]3[C:63](=[CH:64][CH:65]=2)[N:62]=[C:61]([C:66]2[CH:67]=[CH:68][CH:69]=[CH:70][CH:71]=2)[CH:60]=[C:59]3[NH:72][CH2:74][CH2:7][CH2:6][CH2:4][OH:3])[CH2:43][CH2:42][CH2:41][CH2:40][CH2:39]1, predict the reactants needed to synthesize it. The reactants are: C([O:3][C:4]([C:6]1C=CC2N(C3CCCCC3)C(C3C=C4C(=CC=3)N=C(C3C=CC=CC=3)C=C4Cl)=NC=2[CH:7]=1)=O)C.[CH:38]1([N:44]2[C:48]3[CH:49]=[CH:50][C:51]([C:53]([OH:55])=[O:54])=[CH:52][C:47]=3[N:46]=[C:45]2[C:56]2[CH:57]=[C:58]3[C:63](=[CH:64][CH:65]=2)[N:62]=[C:61]([C:66]2[CH:71]=[CH:70][CH:69]=[CH:68][CH:67]=2)[CH:60]=[C:59]3[N:72]([CH3:74])C)[CH2:43][CH2:42][CH2:41][CH2:40][CH2:39]1.NCCCCO. (2) Given the product [C:20]([O:12][CH:7]1[CH2:8][CH2:9][CH2:10][CH2:11][CH:6]1[NH:5][S:2]([CH3:1])(=[O:4])=[O:3])(=[O:24])[C:21]([CH3:23])=[CH2:22], predict the reactants needed to synthesize it. The reactants are: [CH3:1][S:2]([NH:5][CH:6]1[CH2:11][CH2:10][CH2:9][CH2:8][CH:7]1[OH:12])(=[O:4])=[O:3].C(N(CC)CC)C.[C:20](Cl)(=[O:24])[C:21]([CH3:23])=[CH2:22]. (3) Given the product [CH2:36]([O:38][C:39]1[N:44]=[CH:43][C:42]([N:45]([CH:46]([CH3:47])[CH3:48])[C:32](=[O:33])[CH2:31][N:13]2[C:12](=[O:35])[CH:11]([CH2:10][C:3]3[C:4]4[C:9](=[CH:8][CH:7]=[CH:6][CH:5]=4)[NH:1][CH:2]=3)[C:20]3[N:16]([C:17]([C:21]4[CH:26]=[CH:25][CH:24]=[CH:23][CH:22]=4)=[N:18][N:19]=3)[C:15]3[CH:27]=[CH:28][CH:29]=[CH:30][C:14]2=3)=[CH:41][CH:40]=1)[CH3:37], predict the reactants needed to synthesize it. The reactants are: [NH:1]1[C:9]2[C:4](=[CH:5][CH:6]=[CH:7][CH:8]=2)[C:3]([CH2:10][CH:11]2[C:20]3[N:16]([C:17]([C:21]4[CH:26]=[CH:25][CH:24]=[CH:23][CH:22]=4)=[N:18][N:19]=3)[C:15]3[CH:27]=[CH:28][CH:29]=[CH:30][C:14]=3[N:13]([CH2:31][C:32](O)=[O:33])[C:12]2=[O:35])=[CH:2]1.[CH2:36]([O:38][C:39]1[N:44]=[CH:43][C:42]([NH:45][CH:46]([CH3:48])[CH3:47])=[CH:41][CH:40]=1)[CH3:37].P(Cl)(Cl)Cl. (4) Given the product [CH:44]([OH:45])=[O:62].[C:1]([C:5]1[CH:9]=[C:8]([NH:10][C:11]([NH:13][C@@H:14]2[C:23]3[C:18](=[CH:19][CH:20]=[CH:21][CH:22]=3)[C@H:17]([O:24][C:25]3[CH:26]=[CH:27][C:28]4[N:29]([C:31]([N:34]5[CH2:39][CH2:38][CH2:37][CH2:36][C@@H:35]5[CH3:40])=[N:32][N:33]=4)[CH:30]=3)[CH2:16][CH2:15]2)=[O:12])[N:7]([C:41]2[CH:52]=[CH:51][CH:50]=[C:43]([CH2:44][N:53]3[CH2:58][CH2:57][CH2:56][CH2:55][CH2:54]3)[CH:42]=2)[N:6]=1)([CH3:4])([CH3:3])[CH3:2], predict the reactants needed to synthesize it. The reactants are: [C:1]([C:5]1[CH:9]=[C:8]([NH:10][C:11]([NH:13][C@@H:14]2[C:23]3[C:18](=[CH:19][CH:20]=[CH:21][CH:22]=3)[C@H:17]([O:24][C:25]3[CH:26]=[CH:27][C:28]4[N:29]([C:31]([N:34]5[CH2:39][CH2:38][CH2:37][CH2:36][C@@H:35]5[CH3:40])=[N:32][N:33]=4)[CH:30]=3)[CH2:16][CH2:15]2)=[O:12])[N:7]([C:41]2[CH:42]=[C:43]([CH:50]=[CH:51][CH:52]=2)[CH2:44][O:45]S(C)(=O)=O)[N:6]=1)([CH3:4])([CH3:3])[CH3:2].[NH:53]1[CH2:58][CH2:57][CH2:56][CH2:55][CH2:54]1.C1C[O:62]CC1. (5) The reactants are: [N:1]1([C:7]2[CH:8]=[CH:9][C:10]3[N:11]([C:13]([C:16]([F:19])([F:18])[F:17])=[N:14][N:15]=3)[N:12]=2)[CH2:6][CH2:5][NH:4][CH2:3][CH2:2]1.[CH2:20]([N:22]([CH2:31][CH3:32])[C:23]1[CH:30]=[CH:29][C:26]([CH:27]=O)=[CH:25][CH:24]=1)[CH3:21]. Given the product [CH2:31]([N:22]([CH2:20][CH3:21])[C:23]1[CH:30]=[CH:29][C:26]([CH2:27][N:4]2[CH2:3][CH2:2][N:1]([C:7]3[CH:8]=[CH:9][C:10]4[N:11]([C:13]([C:16]([F:17])([F:18])[F:19])=[N:14][N:15]=4)[N:12]=3)[CH2:6][CH2:5]2)=[CH:25][CH:24]=1)[CH3:32], predict the reactants needed to synthesize it. (6) Given the product [NH2:21][C:9]1[CH:8]=[C:7]([O:6][C:5]2[CH:22]=[CH:23][C:2]([NH:1][C:49]([C:51]3([C:54]([NH:56][C:57]4[CH:62]=[CH:61][C:60]([F:63])=[CH:59][CH:58]=4)=[O:55])[CH2:53][CH2:52]3)=[O:50])=[CH:3][C:4]=2[F:24])[C:16]2[C:11](=[CH:12][C:13]([O:19][CH3:20])=[C:14]([O:17][CH3:18])[CH:15]=2)[N:10]=1, predict the reactants needed to synthesize it. The reactants are: [NH2:1][C:2]1[CH:23]=[CH:22][C:5]([O:6][C:7]2[C:16]3[C:11](=[CH:12][C:13]([O:19][CH3:20])=[C:14]([O:17][CH3:18])[CH:15]=3)[N:10]=[C:9]([NH2:21])[CH:8]=2)=[C:4]([F:24])[CH:3]=1.COC1C=C2C(=CC=1OC)N=C(SC)C=C2OC1C=CC(N[C:49]([C:51]2([C:54]([NH:56][C:57]3[CH:62]=[CH:61][C:60]([F:63])=[CH:59][CH:58]=3)=[O:55])[CH2:53][CH2:52]2)=[O:50])=CC=1F.